Dataset: Forward reaction prediction with 1.9M reactions from USPTO patents (1976-2016). Task: Predict the product of the given reaction. (1) Given the reactants C([O:4][CH2:5][C:6]([NH:8][C:9]1[C:10]([I:96])=[C:11]([C:82]([I:95])=[C:83]([C:86](=[O:94])[N:87]([CH2:89][CH:90]([OH:93])[CH2:91][OH:92])[CH3:88])[C:84]=1[I:85])[C:12]([NH:14][CH:15]1[CH:20]([OH:21])[CH:19]([NH:22][C:23](=[O:50])[C:24]2[C:29]([I:30])=[C:28]([C:31](=[O:39])[N:32]([CH2:34][CH:35]([OH:38])[CH2:36][OH:37])[CH3:33])[C:27]([I:40])=[C:26]([NH:41][C:42](=[O:48])[CH2:43][O:44]C(=O)C)[C:25]=2[I:49])[CH:18]([OH:51])[CH:17]([NH:52][C:53]([C:55]2[C:56]([I:80])=[C:57]([NH:72][C:73]([CH2:75][O:76]C(=O)C)=[O:74])[C:58]([I:71])=[C:59]([C:62](=[O:70])[N:63]([CH2:65][CH:66]([OH:69])[CH2:67][OH:68])[CH3:64])[C:60]=2[I:61])=[O:54])[CH:16]1[OH:81])=[O:13])=[O:7])(=O)C.N, predict the reaction product. The product is: [OH:38][CH:35]([CH2:36][OH:37])[CH2:34][N:32]([CH3:33])[C:31]([C:28]1[C:29]([I:30])=[C:24]([C:25]([I:49])=[C:26]([NH:41][C:42](=[O:48])[CH2:43][OH:44])[C:27]=1[I:40])[C:23]([NH:22][CH:19]1[CH:20]([OH:21])[CH:15]([NH:14][C:12](=[O:13])[C:11]2[C:10]([I:96])=[C:9]([NH:8][C:6](=[O:7])[CH2:5][OH:4])[C:84]([I:85])=[C:83]([C:86](=[O:94])[N:87]([CH2:89][CH:90]([OH:93])[CH2:91][OH:92])[CH3:88])[C:82]=2[I:95])[CH:16]([OH:81])[CH:17]([NH:52][C:53](=[O:54])[C:55]2[C:56]([I:80])=[C:57]([NH:72][C:73](=[O:74])[CH2:75][OH:76])[C:58]([I:71])=[C:59]([C:62](=[O:70])[N:63]([CH2:65][CH:66]([OH:69])[CH2:67][OH:68])[CH3:64])[C:60]=2[I:61])[CH:18]1[OH:51])=[O:50])=[O:39]. (2) Given the reactants Br[C:2]1[C:3]([O:20][CH3:21])=[C:4]([CH:10]([NH:12][C:13](=[O:19])[O:14][C:15]([CH3:18])([CH3:17])[CH3:16])[CH3:11])[CH:5]=[C:6]([Cl:9])[C:7]=1[CH3:8].[C:22]([O:26][CH3:27])(=[O:25])[CH:23]=[CH2:24].C1(P(C2C=CC=CC=2)C2C=CC=CC=2)C=CC=CC=1.C(N(CC)CC)C, predict the reaction product. The product is: [C:15]([O:14][C:13]([NH:12][CH:10]([C:4]1[C:3]([O:20][CH3:21])=[C:2](/[CH:24]=[CH:23]/[C:22]([O:26][CH3:27])=[O:25])[C:7]([CH3:8])=[C:6]([Cl:9])[CH:5]=1)[CH3:11])=[O:19])([CH3:18])([CH3:17])[CH3:16]. (3) Given the reactants NCCNC1N=CC=CC=1.ClC1C=C(Cl)C=CC=1C1C(C2NC=CN=2)=CN=C([NH:30][CH2:31][CH2:32][NH:33][C:34]2[CH:39]=[CH:38][C:37]([N+:40]([O-:42])=[O:41])=[CH:36][N:35]=2)N=1, predict the reaction product. The product is: [NH2:30][CH2:31][CH2:32][NH:33][C:34]1[CH:39]=[CH:38][C:37]([N+:40]([O-:42])=[O:41])=[CH:36][N:35]=1. (4) Given the reactants [CH3:1][C:2]1[N:3]=[C:4]([C:21]2[N:25]([CH:26]3[CH2:31][CH2:30][CH2:29][CH2:28][O:27]3)[N:24]=[CH:23][CH:22]=2)[C:5]2[CH2:11][CH:10]([CH3:12])[N:9](C(C3C=CC=CC=3)C)[CH2:8][C:6]=2[N:7]=1.C([O-])=O.[NH4+], predict the reaction product. The product is: [CH3:1][C:2]1[N:3]=[C:4]([C:21]2[N:25]([CH:26]3[CH2:31][CH2:30][CH2:29][CH2:28][O:27]3)[N:24]=[CH:23][CH:22]=2)[C:5]2[CH2:11][CH:10]([CH3:12])[NH:9][CH2:8][C:6]=2[N:7]=1. (5) Given the reactants [CH3:1][O:2][C:3]1[CH:4]=[C:5]2[C:10](=[CH:11][C:12]=1[O:13][CH3:14])[N:9]=[C:8]([CH:15]1[CH2:20][CH2:19][NH:18][CH2:17][CH:16]1[CH2:21][CH2:22][C:23]1[CH:28]=[CH:27][CH:26]=[CH:25][CH:24]=1)[N:7]([CH3:29])[C:6]2=[O:30].[CH:31](=O)[C:32]1[CH:37]=[CH:36][CH:35]=[CH:34][CH:33]=1, predict the reaction product. The product is: [CH3:1][O:2][C:3]1[CH:4]=[C:5]2[C:10](=[CH:11][C:12]=1[O:13][CH3:14])[N:9]=[C:8]([CH:15]1[CH2:20][CH2:19][N:18]([CH2:31][C:32]3[CH:37]=[CH:36][CH:35]=[CH:34][CH:33]=3)[CH2:17][CH:16]1[CH2:21][CH2:22][C:23]1[CH:28]=[CH:27][CH:26]=[CH:25][CH:24]=1)[N:7]([CH3:29])[C:6]2=[O:30]. (6) Given the reactants Cl.N[C@H]1CCCC[C@H]1CNC.CC(N([C@H]1CCCC[C@H]1C=O)C(=O)[O-])(C)C.CN.C(OC1C(=O)C=COC=1C)C1C=CC=CC=1.[F:46][C:47]1[CH:52]=[C:51]([F:53])[CH:50]=[CH:49][C:48]=1[CH2:54][NH:55][C:56]([C:58]1[C:59](=[O:86])[C:60]([O:78]CC2C=CC=CC=2)=[C:61]2[C:75](=[O:76])[N:65]3[CH:66]4[CH:71]([CH2:72][N:73]([CH3:74])[CH:64]3[CH2:63][N:62]2[CH:77]=1)[CH2:70][CH2:69][CH2:68][CH2:67]4)=[O:57], predict the reaction product. The product is: [F:46][C:47]1[CH:52]=[C:51]([F:53])[CH:50]=[CH:49][C:48]=1[CH2:54][NH:55][C:56]([C:58]1[C:59](=[O:86])[C:60]([OH:78])=[C:61]2[C:75](=[O:76])[N:65]3[CH:66]4[CH:71]([CH2:72][N:73]([CH3:74])[CH:64]3[CH2:63][N:62]2[CH:77]=1)[CH2:70][CH2:69][CH2:68][CH2:67]4)=[O:57]. (7) Given the reactants Br[C:2]1[CH:7]=[CH:6][C:5]([C:8]([N:10]2[CH2:14][CH2:13][CH2:12][C@H:11]2[CH2:15][N:16]2[CH2:20][CH2:19][CH2:18][CH2:17]2)=[O:9])=[C:4]([F:21])[CH:3]=1.[CH3:22][S:23]([C:26]1[CH:27]=[C:28](B(O)O)[CH:29]=[CH:30][CH:31]=1)(=[O:25])=[O:24], predict the reaction product. The product is: [F:21][C:4]1[CH:3]=[C:2]([C:30]2[CH:29]=[CH:28][CH:27]=[C:26]([S:23]([CH3:22])(=[O:25])=[O:24])[CH:31]=2)[CH:7]=[CH:6][C:5]=1[C:8]([N:10]1[CH2:14][CH2:13][CH2:12][C@H:11]1[CH2:15][N:16]1[CH2:20][CH2:19][CH2:18][CH2:17]1)=[O:9]. (8) Given the reactants Cl[C:2]1[N:6]=[C:5]([CH:7]2[CH2:12][CH:11]([C:13]3[CH:18]=[CH:17][C:16]([C:19]([F:22])([F:21])[F:20])=[CH:15][CH:14]=3)[CH2:10][N:9]([C:23]([N:25]3[CH2:30][CH2:29][O:28][CH2:27][CH2:26]3)=[O:24])[CH2:8]2)[O:4][N:3]=1.[NH:31]1[CH2:36][CH2:35][CH2:34][CH2:33][CH2:32]1, predict the reaction product. The product is: [N:25]1([C:23]([N:9]2[CH2:10][CH:11]([C:13]3[CH:18]=[CH:17][C:16]([C:19]([F:22])([F:21])[F:20])=[CH:15][CH:14]=3)[CH2:12][CH:7]([C:5]3[O:4][N:3]=[C:2]([N:31]4[CH2:36][CH2:35][CH2:34][CH2:33][CH2:32]4)[N:6]=3)[CH2:8]2)=[O:24])[CH2:30][CH2:29][O:28][CH2:27][CH2:26]1.